From a dataset of Forward reaction prediction with 1.9M reactions from USPTO patents (1976-2016). Predict the product of the given reaction. (1) Given the reactants [CH3:1][O:2][C:3](=[O:29])[CH:4]([N:9]1[C:15](=[O:16])[CH2:14][CH2:13][N:12]([C:17](=[O:28])/[CH:18]=[CH:19]/[C:20]2[CH:25]=[CH:24][C:23]([Cl:26])=[C:22]([Cl:27])[CH:21]=2)[CH2:11][CH2:10]1)[CH2:5][CH2:6][CH2:7]I.[NH:30]1[CH2:35][CH2:34][CH2:33][CH2:32][CH2:31]1.C(=O)([O-])[O-].[Cs+].[Cs+], predict the reaction product. The product is: [CH3:1][O:2][C:3](=[O:29])[CH:4]([N:9]1[C:15](=[O:16])[CH2:14][CH2:13][N:12]([C:17](=[O:28])/[CH:18]=[CH:19]/[C:20]2[CH:25]=[CH:24][C:23]([Cl:26])=[C:22]([Cl:27])[CH:21]=2)[CH2:11][CH2:10]1)[CH2:5][CH2:6][CH2:7][N:30]1[CH2:35][CH2:34][CH2:33][CH2:32][CH2:31]1. (2) Given the reactants [CH2:1]([O:3][C:4](=[O:20])[C:5](=[O:19])[CH2:6][C:7]([C:10]1[CH:15]=[CH:14][C:13]([CH3:16])=[CH:12][C:11]=1[O:17][CH3:18])([CH3:9])[CH3:8])[CH3:2].[F:21][C:22]([Si](C)(C)C)([F:24])[F:23].[F-].C([N+](CCCC)(CCCC)CCCC)CCC, predict the reaction product. The product is: [CH2:1]([O:3][C:4](=[O:20])[C:5]([OH:19])([C:22]([F:24])([F:23])[F:21])[CH2:6][C:7]([C:10]1[CH:15]=[CH:14][C:13]([CH3:16])=[CH:12][C:11]=1[O:17][CH3:18])([CH3:9])[CH3:8])[CH3:2]. (3) The product is: [Br:13][C:14]1[CH:15]=[C:16]([CH:17]([N:18]([CH3:20])[CH3:19])[C:8]2[C:7]3[C:11](=[C:3]([CH2:1][CH3:2])[CH:4]=[CH:5][CH:6]=3)[NH:10][CH:9]=2)[CH:21]=[CH:22][CH:23]=1. Given the reactants [CH2:1]([C:3]1[CH:4]=[CH:5][CH:6]=[C:7]2[C:11]=1[NH:10][CH:9]=[CH:8]2)[CH3:2].[Cl-].[Br:13][C:14]1[CH:15]=[C:16]([CH:21]=[CH:22][CH:23]=1)[CH:17]=[N+:18]([CH3:20])[CH3:19].BrC1C=C(C=CC=1)C=O.CNC, predict the reaction product. (4) Given the reactants [NH2:1][S:2]([C:5]1[CH:10]=[CH:9][CH:8]=[CH:7][C:6]=1[NH:11][C:12]([C:14]1[C:23](=[O:24])[C:22]([CH2:30][CH2:31][CH:32]([CH3:34])[CH3:33])([CH2:25][CH2:26][CH:27]([CH3:29])[CH3:28])[C:21]2[C:16](=[CH:17][CH:18]=[CH:19][CH:20]=2)[C:15]=1[OH:35])=O)(=[O:4])=[O:3].NS(C1C=CC=CC=1NC(C1C(=O)C(CCCC)(CCCC)C2C(=CC=CC=2)C=1O)=O)(=O)=O, predict the reaction product. The product is: [O:3]=[S:2]1(=[O:4])[C:5]2[CH:10]=[CH:9][CH:8]=[CH:7][C:6]=2[NH:11][C:12]([C:14]2[C:23](=[O:24])[C:22]([CH2:25][CH2:26][CH:27]([CH3:29])[CH3:28])([CH2:30][CH2:31][CH:32]([CH3:33])[CH3:34])[C:21]3[C:16]([C:15]=2[OH:35])=[CH:17][CH:18]=[CH:19][CH:20]=3)=[N:1]1.